From a dataset of Full USPTO retrosynthesis dataset with 1.9M reactions from patents (1976-2016). Predict the reactants needed to synthesize the given product. (1) Given the product [C:1]1([S:7]([N:10]2[C:14]3[CH:15]=[N:16][C:17]([C:30]#[N:31])=[C:18]([O:19][CH:20]4[CH2:21][CH2:22][N:23]([CH2:26][CH:27]([F:28])[F:29])[CH2:24][CH2:25]4)[C:13]=3[C:12]3[CH:32]=[CH:33][CH:34]=[N:35][C:11]2=3)(=[O:9])=[O:8])[CH:2]=[CH:3][CH:4]=[CH:5][CH:6]=1, predict the reactants needed to synthesize it. The reactants are: [C:1]1([S:7]([N:10]2[C:14]3[CH:15]=[N:16][C:17]([C:30]#[N:31])=[C:18]([O:19][CH:20]4[CH2:25][CH2:24][N:23]([CH2:26][CH:27]([F:29])[F:28])[CH2:22][CH2:21]4)[C:13]=3[C:12]3[CH:32]=[C:33](Br)[CH:34]=[N:35][C:11]2=3)(=[O:9])=[O:8])[CH:6]=[CH:5][CH:4]=[CH:3][CH:2]=1. (2) Given the product [S:1]1[C:5]2[CH:6]=[CH:7][CH:8]=[CH:9][C:4]=2[N:3]=[C:2]1[N:10]1[C:15](=[O:14])[CH:16]=[C:17]([C:19]2[CH:24]=[CH:23][CH:22]=[C:21]([Br:25])[CH:20]=2)[NH:11]1, predict the reactants needed to synthesize it. The reactants are: [S:1]1[C:5]2[CH:6]=[CH:7][CH:8]=[CH:9][C:4]=2[N:3]=[C:2]1[NH:10][NH2:11].C([O:14][C:15](=O)[CH2:16][C:17]([C:19]1[CH:24]=[CH:23][CH:22]=[C:21]([Br:25])[CH:20]=1)=O)C.O. (3) Given the product [NH2:22][C:17]1[CH:18]=[CH:19][CH:20]=[CH:21][C:16]=1[C:5]1[N:6]([C:7]2[CH:15]=[CH:14][CH:13]=[CH:12][C:8]=2[C:9]([OH:11])=[O:10])[C:2]([CH3:1])=[N:3][N:4]=1, predict the reactants needed to synthesize it. The reactants are: [CH3:1][C:2]1[N:6]([C:7]2[CH:15]=[CH:14][CH:13]=[CH:12][C:8]=2[C:9]([OH:11])=[O:10])[C:5]([C:16]2[CH:21]=[CH:20][CH:19]=[CH:18][C:17]=2[N+:22]([O-])=O)=[N:4][N:3]=1. (4) Given the product [O:26]=[C:19]1[N:20]([CH2:23][CH2:24][CH3:25])[C:21]2[N:22]=[C:14]([C:9]34[CH2:10][CH2:11][C:6]([CH2:5][CH2:4][C:3]([OH:2])=[O:32])([CH2:13][CH2:12]3)[CH2:7][CH2:8]4)[NH:15][C:16]=2[C:17](=[O:30])[N:18]1[CH2:27][CH2:28][CH3:29], predict the reactants needed to synthesize it. The reactants are: C[O:2][C:3](=[O:32])[CH2:4][CH2:5][C:6]12[CH2:13][CH2:12][C:9]([C:14](=O)[NH:15][C:16]3[C:17](=[O:30])[N:18]([CH2:27][CH2:28][CH3:29])[C:19](=[O:26])[N:20]([CH2:23][CH2:24][CH3:25])[C:21]=3[NH2:22])([CH2:10][CH2:11]1)[CH2:8][CH2:7]2.[OH-].[K+].O. (5) Given the product [Br:5][C:6]1[CH:7]=[N:8][C:9]2[C:14]([CH:15]=1)=[CH:13][C:12]([OH:16])=[C:11]([F:18])[C:10]=2[CH3:19], predict the reactants needed to synthesize it. The reactants are: B(Br)(Br)Br.[Br:5][C:6]1[CH:7]=[N:8][C:9]2[C:14]([CH:15]=1)=[CH:13][C:12]([O:16]C)=[C:11]([F:18])[C:10]=2[CH3:19].CO. (6) Given the product [N+:8]([C:5]1[CH:6]=[CH:7][C:2]([N:19]2[CH2:20][CH2:21][N:16]3[C@@H:17]([CH2:12][O:13][CH2:14][CH2:15]3)[CH2:18]2)=[N:3][CH:4]=1)([O-:10])=[O:9], predict the reactants needed to synthesize it. The reactants are: Cl[C:2]1[CH:7]=[CH:6][C:5]([N+:8]([O-:10])=[O:9])=[CH:4][N:3]=1.Cl.[CH2:12]1[C@H:17]2[CH2:18][NH:19][CH2:20][CH2:21][N:16]2[CH2:15][CH2:14][O:13]1.C(=O)([O-])[O-].[K+].[K+].